Dataset: Reaction yield outcomes from USPTO patents with 853,638 reactions. Task: Predict the reaction yield, written as a fraction of the theoretical maximum amount of product (1.0 means a 100% yield; for example, 0.34 means a 34% yield). (1) The reactants are Cl[C:2]1[N:7]=[C:6]([NH:8][C@@H:9]2[CH2:14][CH2:13][CH2:12][CH2:11][C@H:10]2[NH:15][S:16]([CH3:19])(=[O:18])=[O:17])[C:5]([Cl:20])=[CH:4][N:3]=1.[NH2:21][C:22]1[C:35]([O:36][CH3:37])=[CH:34][C:25]2[CH2:26][CH2:27][N:28]([CH2:31][CH2:32][OH:33])[CH2:29][CH2:30][C:24]=2[CH:23]=1. No catalyst specified. The product is [Cl:20][C:5]1[C:6]([NH:8][C@@H:9]2[CH2:14][CH2:13][CH2:12][CH2:11][C@H:10]2[NH:15][S:16]([CH3:19])(=[O:18])=[O:17])=[N:7][C:2]([NH:21][C:22]2[C:35]([O:36][CH3:37])=[CH:34][C:25]3[CH2:26][CH2:27][N:28]([CH2:31][CH2:32][OH:33])[CH2:29][CH2:30][C:24]=3[CH:23]=2)=[N:3][CH:4]=1. The yield is 0.360. (2) The reactants are Cl.[Br:2][C:3]1[CH:4]=[C:5]2[C:13](=[CH:14][CH:15]=1)[N:12]([CH2:16][C:17]1[CH:22]=[CH:21][CH:20]=[C:19]([F:23])[CH:18]=1)[C:11]1[CH2:10][CH2:9][CH:8]([NH2:24])[CH2:7][C:6]2=1.[CH2:25](N(CC)CC)[CH3:26].Cl.O.CCO[C:37]([CH3:39])=[O:38]. The catalyst is ClCCl. The product is [Br:2][C:3]1[CH:4]=[C:5]2[C:13](=[CH:14][CH:15]=1)[N:12]([CH2:16][C:17]1[CH:22]=[CH:21][CH:20]=[C:19]([F:23])[CH:18]=1)[C:11]1[CH2:10][CH2:9][CH:8]([NH:24][C:37]([CH:39]3[CH2:26][CH2:25]3)=[O:38])[CH2:7][C:6]2=1. The yield is 0.240. (3) The reactants are C[O:2][C:3]1[CH:4]=[N:5][C:6]([N:9]2[C:14](=[O:15])[CH2:13][C:12]([CH3:17])([CH3:16])[CH2:11][C:10]2=[O:18])=[N:7][CH:8]=1.Cl.N1C=CC=CC=1. The catalyst is ClCCl. The product is [OH:2][C:3]1[CH:4]=[N:5][C:6]([N:9]2[C:10](=[O:18])[CH2:11][C:12]([CH3:16])([CH3:17])[CH2:13][C:14]2=[O:15])=[N:7][CH:8]=1. The yield is 0.640. (4) The yield is 0.670. The product is [CH3:16][O:15][CH2:14][C:4]1[C:3](=[O:2])[CH:8]=[C:7]([CH2:9][O:10][CH3:11])[C:6](=[O:12])[CH:5]=1. The catalyst is C(#N)C.O. The reactants are C[O:2][C:3]1[CH:8]=[C:7]([CH2:9][O:10][CH3:11])[C:6]([O:12]C)=[CH:5][C:4]=1[CH2:14][O:15][CH3:16].[N+]([O-])([O-])=O.[NH4+].[Ce]. (5) The reactants are [CH3:1][C:2]1[CH:7]=[CH:6][C:5]([NH:8]C(=O)C2C=CC=C(C(F)(F)F)C=2)=[CH:4][C:3]=1[C:21]1[CH:29]=[C:28]2[C:24]([C:25]3[CH:33]=[N:32][CH:31]=[N:30][C:26]=3[NH:27]2)=[CH:23][CH:22]=1.O1CCOCC1.[OH-].[Na+]. The catalyst is O. The product is [CH3:1][C:2]1[CH:7]=[CH:6][C:5]([NH2:8])=[CH:4][C:3]=1[C:21]1[CH:29]=[C:28]2[C:24]([C:25]3[CH:33]=[N:32][CH:31]=[N:30][C:26]=3[NH:27]2)=[CH:23][CH:22]=1. The yield is 0.760. (6) The reactants are [CH:1]1([C:4]([C:6]2[CH:7]=[C:8]([CH:14]=[CH:15][CH:16]=2)[C:9]([O:11][CH2:12][CH3:13])=[O:10])=[O:5])[CH2:3][CH2:2]1.[CH3:17][Mg]Br. The catalyst is C1COCC1.CCOC(C)=O. The product is [CH:1]1([C:4]([C:6]2[CH:7]=[C:8]([CH:14]=[CH:15][CH:16]=2)[C:9]([O:11][CH2:12][CH3:13])=[O:10])([OH:5])[CH3:17])[CH2:3][CH2:2]1. The yield is 0.500. (7) The reactants are [CH2:1]([P:8]([CH2:11][CH:12]([CH2:16][C:17]1[CH:18]=[N:19][C:20]([NH:23]C(OC(C)(C)C)=O)=[CH:21][CH:22]=1)[C:13]([OH:15])=[O:14])([OH:10])=[O:9])[C:2]1[CH:7]=[CH:6][CH:5]=[CH:4][CH:3]=1. The catalyst is CCOC(C)=O. The product is [NH2:23][C:20]1[N:19]=[CH:18][C:17]([CH2:16][CH:12]([CH2:11][P:8]([CH2:1][C:2]2[CH:3]=[CH:4][CH:5]=[CH:6][CH:7]=2)([OH:10])=[O:9])[C:13]([OH:15])=[O:14])=[CH:22][CH:21]=1. The yield is 0.640. (8) The product is [CH3:17][O:3][C:4]1[CH:5]=[CH:6][C:7]([CH3:15])=[C:8]([CH:14]=1)[C:9]([O:11][CH2:12][CH3:13])=[O:10]. The yield is 0.750. The reactants are [H-].[Na+].[OH:3][C:4]1[CH:5]=[CH:6][C:7]([CH3:15])=[C:8]([CH:14]=1)[C:9]([O:11][CH2:12][CH3:13])=[O:10].I[CH3:17].O. The catalyst is CN(C)C=O.